Dataset: Peptide-MHC class I binding affinity with 185,985 pairs from IEDB/IMGT. Task: Regression. Given a peptide amino acid sequence and an MHC pseudo amino acid sequence, predict their binding affinity value. This is MHC class I binding data. (1) The MHC is BoLA-HD6 with pseudo-sequence BoLA-HD6. The peptide sequence is KMFNRASYF. The binding affinity (normalized) is 0.610. (2) The peptide sequence is LVCFPSTQR. The MHC is HLA-A03:01 with pseudo-sequence HLA-A03:01. The binding affinity (normalized) is 0.395. (3) The MHC is HLA-A29:02 with pseudo-sequence HLA-A29:02. The binding affinity (normalized) is 0.0847. The peptide sequence is LYVAGVPEL. (4) The peptide sequence is LLYDGSFAV. The MHC is HLA-A02:03 with pseudo-sequence HLA-A02:03. The binding affinity (normalized) is 1.00. (5) The peptide sequence is WHLGKLELDF. The MHC is HLA-A23:01 with pseudo-sequence HLA-A23:01. The binding affinity (normalized) is 0.474. (6) The peptide sequence is ETDDDGNYPL. The binding affinity (normalized) is 0.0529. The MHC is HLA-A02:03 with pseudo-sequence HLA-A02:03. (7) The binding affinity (normalized) is 0.545. The MHC is HLA-B44:03 with pseudo-sequence HLA-B44:03. The peptide sequence is NEVHTWTEQY. (8) The peptide sequence is LFQPLHTVM. The MHC is HLA-B15:01 with pseudo-sequence HLA-B15:01. The binding affinity (normalized) is 0.213.